Task: Predict the reactants needed to synthesize the given product.. Dataset: Full USPTO retrosynthesis dataset with 1.9M reactions from patents (1976-2016) (1) Given the product [CH3:40][N:36]1[N:35]=[C:34]([CH2:33][CH2:32][CH2:31][CH2:30][C:5]2[CH:6]=[CH:7][C:8]([O:10][CH2:11][C:12]3[N:13]=[C:14](/[CH:17]=[CH:18]/[C:19]4[CH:20]=[CH:21][C:22]([O:25][C:26]([F:27])([F:28])[F:29])=[CH:23][CH:24]=4)[O:15][CH:16]=3)=[CH:9][C:4]=2[CH3:3])[CH:38]=[N:37]1, predict the reactants needed to synthesize it. The reactants are: [H-].[Na+].[CH3:3][C:4]1[CH:9]=[C:8]([O:10][CH2:11][C:12]2[N:13]=[C:14](/[CH:17]=[CH:18]/[C:19]3[CH:24]=[CH:23][C:22]([O:25][C:26]([F:29])([F:28])[F:27])=[CH:21][CH:20]=3)[O:15][CH:16]=2)[CH:7]=[CH:6][C:5]=1[CH2:30][CH2:31][CH2:32][CH2:33][C:34]1[N:35]=[N:36][NH:37][CH:38]=1.I[CH3:40]. (2) Given the product [Si:14]([O:13][CH:8]([C:5]1[N:6]=[CH:7][C:2]([B:22]([OH:27])[OH:23])=[C:3]([CH3:21])[CH:4]=1)[C:9]([F:12])([F:11])[F:10])([C:17]([CH3:20])([CH3:19])[CH3:18])([CH3:16])[CH3:15], predict the reactants needed to synthesize it. The reactants are: Br[C:2]1[C:3]([CH3:21])=[CH:4][C:5]([CH:8]([O:13][Si:14]([C:17]([CH3:20])([CH3:19])[CH3:18])([CH3:16])[CH3:15])[C:9]([F:12])([F:11])[F:10])=[N:6][CH:7]=1.[B:22](OC(C)C)([O:27]C(C)C)[O:23]C(C)C.